Dataset: Full USPTO retrosynthesis dataset with 1.9M reactions from patents (1976-2016). Task: Predict the reactants needed to synthesize the given product. Given the product [F:13][C:5]1[CH:4]=[CH:3][C:2]([B:14]([OH:19])[OH:15])=[CH:7][C:6]=1[N:8]1[CH:12]=[N:11][CH:10]=[N:9]1, predict the reactants needed to synthesize it. The reactants are: Br[C:2]1[CH:3]=[CH:4][C:5]([F:13])=[C:6]([N:8]2[CH:12]=[N:11][CH:10]=[N:9]2)[CH:7]=1.[B:14]1(B2OCC(C)(C)CO2)[O:19]CC(C)(C)C[O:15]1.